From a dataset of Full USPTO retrosynthesis dataset with 1.9M reactions from patents (1976-2016). Predict the reactants needed to synthesize the given product. (1) The reactants are: [O:1]1[C@@H:5]2[O:6][CH2:7][C:8](=[O:10])[CH2:9][C@@H:4]2[CH2:3][CH2:2]1.CCC(C)[BH-](C(C)CC)C(C)CC.[Li+]. Given the product [O:1]1[C@@H:5]2[O:6][CH2:7][C@H:8]([OH:10])[CH2:9][C@@H:4]2[CH2:3][CH2:2]1, predict the reactants needed to synthesize it. (2) Given the product [CH2:11]([O:18][C:19]1[CH:24]=[N:23][C:22]2[C:25]3[CH:30]=[CH:29][CH:28]=[CH:27][C:26]=3[NH:31][C:21]=2[CH:20]=1)[C:12]1[CH:17]=[CH:16][CH:15]=[CH:14][CH:13]=1, predict the reactants needed to synthesize it. The reactants are: P(OCC)(OCC)OCC.[CH2:11]([O:18][C:19]1[CH:20]=[CH:21][C:22]([C:25]2[CH:30]=[CH:29][CH:28]=[CH:27][C:26]=2[N+:31]([O-])=O)=[N:23][CH:24]=1)[C:12]1[CH:17]=[CH:16][CH:15]=[CH:14][CH:13]=1. (3) The reactants are: Br[C:2]1[S:3][CH:4]=[C:5]([Br:7])[N:6]=1.[NH:8]1[CH2:13][CH2:12][CH:11]([C:14]#[N:15])[CH2:10][CH2:9]1. Given the product [Br:7][C:5]1[N:6]=[C:2]([N:8]2[CH2:13][CH2:12][CH:11]([C:14]#[N:15])[CH2:10][CH2:9]2)[S:3][CH:4]=1, predict the reactants needed to synthesize it.